This data is from Reaction yield outcomes from USPTO patents with 853,638 reactions. The task is: Predict the reaction yield, written as a fraction of the theoretical maximum amount of product (1.0 means a 100% yield; for example, 0.34 means a 34% yield). (1) The product is [CH3:22][S:23]([O:1][CH2:2][C:3]1[CH:8]=[CH:7][C:6]([N+:9]([O-:11])=[O:10])=[CH:5][C:4]=1[CH2:12][CH2:13][O:14][S:23]([CH3:22])(=[O:25])=[O:24])(=[O:25])=[O:24]. The catalyst is C(Cl)Cl. The reactants are [OH:1][CH2:2][C:3]1[CH:8]=[CH:7][C:6]([N+:9]([O-:11])=[O:10])=[CH:5][C:4]=1[CH2:12][CH2:13][OH:14].C(N(CC)CC)C.[CH3:22][S:23](Cl)(=[O:25])=[O:24]. The yield is 0.870. (2) The reactants are [NH:1]1[C:9]2[C:4](=[CH:5][CH:6]=[CH:7][CH:8]=2)[C:3]2([C:13]3=[CH:14][C:15]4[O:19][CH2:18][O:17][C:16]=4[CH:20]=[C:12]3[O:11][CH2:10]2)[C:2]1=O.[OH-:22].[Na+].[Cl-:24].[NH4+]. The catalyst is CN(C)C=O. The product is [Cl:24][C:5]1[O:22][C:13]([CH2:12][N:1]2[C:9]3[C:4](=[CH:5][CH:6]=[CH:7][CH:8]=3)[C:3]3([C:13]4=[CH:14][C:15]5[O:19][CH2:18][O:17][C:16]=5[CH:20]=[C:12]4[O:11][CH2:10]3)[CH2:2]2)=[CH:3][CH:4]=1. The yield is 0.620. (3) The catalyst is C1(C)C=CC=CC=1. The reactants are C(N(CC)CC)C.[F:8][C:9]1[CH:17]=[CH:16][CH:15]=[C:14]([F:18])[C:10]=1[C:11](Cl)=[O:12].[CH3:19][O:20][C:21]1[CH:22]=[C:23]([CH:25]=[C:26]([O:28][CH3:29])[CH:27]=1)[NH2:24]. The yield is 0.970. The product is [CH3:29][O:28][C:26]1[CH:25]=[C:23]([NH:24][C:11](=[O:12])[C:10]2[C:9]([F:8])=[CH:17][CH:16]=[CH:15][C:14]=2[F:18])[CH:22]=[C:21]([O:20][CH3:19])[CH:27]=1. (4) The reactants are [CH3:1][NH:2][C:3]([C:5]1[NH:6][C:7]([C:10]([C:12]2[C:13](Cl)=[N:14][CH:15]=[CH:16][CH:17]=2)=O)=[CH:8][CH:9]=1)=[O:4].O.[NH2:20][NH2:21]. The catalyst is C(O)C. The product is [CH3:1][NH:2][C:3]([C:5]1[NH:6][C:7]([C:10]2[C:12]3[C:13](=[N:14][CH:15]=[CH:16][CH:17]=3)[NH:21][N:20]=2)=[CH:8][CH:9]=1)=[O:4]. The yield is 0.270. (5) The reactants are [C:1]([O:5][C:6](=[O:26])[N:7]([CH2:9][C:10]1[C:11]2[C:16]([C:17]([CH2:24][OH:25])=[C:18]3[C:23]=1[CH:22]=[CH:21][CH:20]=[CH:19]3)=[CH:15][CH:14]=[CH:13][CH:12]=2)[CH3:8])([CH3:4])([CH3:3])[CH3:2].S(=O)(=O)=O.N1C=CC=CC=1. The catalyst is CS(C)=O.CN(C)C. The product is [C:1]([O:5][C:6](=[O:26])[N:7]([CH2:9][C:10]1[C:11]2[C:16]([C:17]([CH:24]=[O:25])=[C:18]3[C:23]=1[CH:22]=[CH:21][CH:20]=[CH:19]3)=[CH:15][CH:14]=[CH:13][CH:12]=2)[CH3:8])([CH3:4])([CH3:2])[CH3:3]. The yield is 1.00.